The task is: Predict the reactants needed to synthesize the given product.. This data is from Full USPTO retrosynthesis dataset with 1.9M reactions from patents (1976-2016). (1) Given the product [O:40]=[C:20]1[C:21]2([C:39]3[C:30](=[CH:31][C:32]4[O:37][CH2:36][CH2:35][O:34][C:33]=4[CH:38]=3)[O:29][CH2:28]2)[C:22]2[C:27](=[CH:26][CH:25]=[CH:24][CH:23]=2)[N:19]1[CH2:2][C:3]1[CH:4]=[C:5]([CH:6]=[CH:7][CH:8]=1)[C:9]#[N:10], predict the reactants needed to synthesize it. The reactants are: Br[CH2:2][C:3]1[CH:8]=[CH:7][CH:6]=[C:5]([C:9]#[N:10])[CH:4]=1.BrCC1CCCCO1.[NH:19]1[C:27]2[C:22](=[CH:23][CH:24]=[CH:25][CH:26]=2)[C:21]2([C:39]3[C:30](=[CH:31][C:32]4[O:37][CH2:36][CH2:35][O:34][C:33]=4[CH:38]=3)[O:29][CH2:28]2)[C:20]1=[O:40]. (2) Given the product [NH2:25][C:23]1[CH:22]=[CH:21][C:3]([O:4][C:5]2[C:14]3[C:9](=[CH:10][C:11]([O:17][CH3:18])=[C:12]([O:15][CH3:16])[CH:13]=3)[N:8]=[CH:7][C:6]=2[C:19]#[N:20])=[C:2]([F:1])[CH:24]=1, predict the reactants needed to synthesize it. The reactants are: [F:1][C:2]1[CH:24]=[C:23]([N+:25]([O-])=O)[CH:22]=[CH:21][C:3]=1[O:4][C:5]1[C:14]2[C:9](=[CH:10][C:11]([O:17][CH3:18])=[C:12]([O:15][CH3:16])[CH:13]=2)[N:8]=[CH:7][C:6]=1[C:19]#[N:20].[Cl-].[NH4+].O. (3) Given the product [C:9]1(=[O:19])[N:13]([CH2:7][CH2:6][N:1]2[CH:5]=[CH:4][CH:3]=[N:2]2)[C:12](=[O:14])[C:11]2=[CH:15][CH:16]=[CH:17][CH:18]=[C:10]12, predict the reactants needed to synthesize it. The reactants are: [N:1]1([CH2:6][CH2:7]O)[CH:5]=[CH:4][CH:3]=[N:2]1.[C:9]1(=[O:19])[NH:13][C:12](=[O:14])[C:11]2=[CH:15][CH:16]=[CH:17][CH:18]=[C:10]12.C1(P(C2C=CC=CC=2)C2C=CC=CC=2)C=CC=CC=1.N(C(OC(C)C)=O)=NC(OC(C)C)=O. (4) Given the product [CH:29]1([S:32]([N:1]2[CH2:2][CH2:3][CH:4]([O:7][C:8]3[S:9][C:10]4[CH:16]=[C:15]([C:17]5[CH2:18][CH2:19][N:20]([S:23]([CH2:26][CH2:27][CH3:28])(=[O:25])=[O:24])[CH2:21][CH:22]=5)[CH:14]=[CH:13][C:11]=4[N:12]=3)[CH2:5][CH2:6]2)(=[O:34])=[O:33])[CH2:31][CH2:30]1, predict the reactants needed to synthesize it. The reactants are: [NH:1]1[CH2:6][CH2:5][CH:4]([O:7][C:8]2[S:9][C:10]3[CH:16]=[C:15]([C:17]4[CH2:18][CH2:19][N:20]([S:23]([CH2:26][CH2:27][CH3:28])(=[O:25])=[O:24])[CH2:21][CH:22]=4)[CH:14]=[CH:13][C:11]=3[N:12]=2)[CH2:3][CH2:2]1.[CH:29]1([S:32](Cl)(=[O:34])=[O:33])[CH2:31][CH2:30]1. (5) Given the product [Br:1][C:2]1[CH:27]=[CH:26][C:5]2[N:6]=[C:7]([NH:9][C:10]3[CH:11]=[C:12]([CH2:24][N:30]([CH2:31][CH3:32])[CH2:28][CH3:29])[N:13]=[C:14]([NH:16][C@H:17]4[CH2:22][CH2:21][C@H:20]([OH:23])[CH2:19][CH2:18]4)[N:15]=3)[S:8][C:4]=2[CH:3]=1, predict the reactants needed to synthesize it. The reactants are: [Br:1][C:2]1[CH:27]=[CH:26][C:5]2[N:6]=[C:7]([NH:9][C:10]3[N:15]=[C:14]([NH:16][C@H:17]4[CH2:22][CH2:21][C@H:20]([OH:23])[CH2:19][CH2:18]4)[N:13]=[C:12]([CH:24]=O)[CH:11]=3)[S:8][C:4]=2[CH:3]=1.[CH2:28]([NH:30][CH2:31][CH3:32])[CH3:29].C(O[BH-](OC(=O)C)OC(=O)C)(=O)C.[Na+].C(=O)(O)[O-].[Na+]. (6) Given the product [CH3:33][C:25]1[CH:26]=[C:27]([N+:30]([O-:32])=[O:31])[CH:28]=[CH:29][C:24]=1[C:11]1[CH2:10][CH2:9][N:8]([C:1]([O:3][C:4]([CH3:5])([CH3:6])[CH3:7])=[O:2])[CH2:13][CH:12]=1, predict the reactants needed to synthesize it. The reactants are: [C:1]([N:8]1[CH2:13][CH:12]=[C:11](B2OC(C)(C)C(C)(C)O2)[CH2:10][CH2:9]1)([O:3][C:4]([CH3:7])([CH3:6])[CH3:5])=[O:2].Br[C:24]1[CH:29]=[CH:28][C:27]([N+:30]([O-:32])=[O:31])=[CH:26][C:25]=1[CH3:33].C([O-])([O-])=O.[Na+].[Na+]. (7) Given the product [C:13]([O:17][C:18]([N:20]1[CH2:29][CH2:28][C:27]2[CH:26]=[C:25]3[O:30][CH2:31][O:32][C:24]3=[CH:23][C:22]=2[CH:21]1[CH2:33][C:34]1[CH:35]=[CH:36][C:37]([C:5]2[CH:6]=[N:7][CH:8]=[CH:9][C:4]=2[O:3][CH3:2])=[CH:38][CH:39]=1)=[O:19])([CH3:16])([CH3:14])[CH3:15], predict the reactants needed to synthesize it. The reactants are: O.[CH3:2][O:3][C:4]1[CH:9]=[CH:8][N:7]=[CH:6][C:5]=1B(O)O.[C:13]([O:17][C:18]([N:20]1[CH2:29][CH2:28][C:27]2[CH:26]=[C:25]3[O:30][CH2:31][O:32][C:24]3=[CH:23][C:22]=2[CH:21]1[CH2:33][C:34]1[CH:39]=[CH:38][C:37](Br)=[CH:36][CH:35]=1)=[O:19])([CH3:16])([CH3:15])[CH3:14].C1(P(C2C=CC=CC=2)C2C=CC=CC=2)C=CC=CC=1.C([O-])([O-])=O.[Na+].[Na+]. (8) The reactants are: [CH3:1][C:2]([C:4]1[CH:9]=[CH:8][C:7]([NH2:10])=[CH:6][CH:5]=1)=[O:3].[BH4-].[Na+]. Given the product [NH2:10][C:7]1[CH:8]=[CH:9][C:4]([CH:2]([OH:3])[CH3:1])=[CH:5][CH:6]=1, predict the reactants needed to synthesize it. (9) Given the product [O:1]1[C:5]2[CH:6]=[CH:7][C:8]([C:10]3([C:13]([NH:24][C:22]4[CH:21]=[C:20]([O:25][CH3:26])[N:19]=[C:18]([O:17][CH3:16])[N:23]=4)=[O:14])[CH2:12][CH2:11]3)=[CH:9][C:4]=2[O:3][CH2:2]1, predict the reactants needed to synthesize it. The reactants are: [O:1]1[C:5]2[CH:6]=[CH:7][C:8]([C:10]3([C:13](Cl)=[O:14])[CH2:12][CH2:11]3)=[CH:9][C:4]=2[O:3][CH2:2]1.[CH3:16][O:17][C:18]1[N:23]=[C:22]([NH2:24])[CH:21]=[C:20]([O:25][CH3:26])[N:19]=1. (10) Given the product [Si:1]([O:8][C:9]1[CH:10]=[C:11]([NH2:16])[C:12]([NH2:15])=[CH:13][CH:14]=1)([C:4]([CH3:7])([CH3:6])[CH3:5])([CH3:3])[CH3:2], predict the reactants needed to synthesize it. The reactants are: [Si:1]([O:8][C:9]1[CH:14]=[CH:13][C:12]([NH2:15])=[C:11]([N+:16]([O-])=O)[CH:10]=1)([C:4]([CH3:7])([CH3:6])[CH3:5])([CH3:3])[CH3:2].C(O)(=O)C.